From a dataset of Reaction yield outcomes from USPTO patents with 853,638 reactions. Predict the reaction yield, written as a fraction of the theoretical maximum amount of product (1.0 means a 100% yield; for example, 0.34 means a 34% yield). (1) The reactants are [Br:1][C:2]1[CH:3]=[C:4]2[C:8](=[CH:9][CH:10]=1)[N:7]([CH:11]1[CH2:15][CH2:14][NH:13][CH2:12]1)[CH2:6][CH2:5]2.C=O.[C:18](O)(=O)C.[BH3-]C#N.[Na+].[OH-].[Na+]. The catalyst is CO. The product is [Br:1][C:2]1[CH:3]=[C:4]2[C:8](=[CH:9][CH:10]=1)[N:7]([CH:11]1[CH2:15][CH2:14][N:13]([CH3:18])[CH2:12]1)[CH2:6][CH2:5]2. The yield is 0.666. (2) The reactants are S[C:2]1[N:3]=[C:4]([OH:12])[C:5]2[C@H:10]([CH3:11])[CH2:9][CH2:8][C:6]=2[N:7]=1.[NH4+].[OH-]. The catalyst is O.[Ni]. The product is [CH3:11][C@H:10]1[C:5]2[C:4]([OH:12])=[N:3][CH:2]=[N:7][C:6]=2[CH2:8][CH2:9]1. The yield is 0.990. (3) The reactants are [F-].[K+].Cl[C:4]1[C:9]([C:10]#[N:11])=[CH:8][CH:7]=[CH:6][N:5]=1.[S:12]1[CH:16]=[CH:15][C:14](B(O)O)=[CH:13]1. The catalyst is CC(C)([P](C(C)(C)C)([Pd][P](C(C)(C)C)(C(C)(C)C)C(C)(C)C)C(C)(C)C)C.C1C=CC(/C=C/C(/C=C/C2C=CC=CC=2)=O)=CC=1.C1C=CC(/C=C/C(/C=C/C2C=CC=CC=2)=O)=CC=1.C1C=CC(/C=C/C(/C=C/C2C=CC=CC=2)=O)=CC=1.[Pd].[Pd]. The product is [S:12]1[CH:16]=[CH:15][C:14]([C:4]2[N:5]=[CH:6][CH:7]=[CH:8][C:9]=2[C:10]#[N:11])=[CH:13]1. The yield is 0.560. (4) The reactants are [Br:1][C:2]1[C:3]([F:11])=[C:4]([CH:8]=[CH:9][CH:10]=1)[C:5]([OH:7])=[O:6].[CH3:12]OC(OC)OC.C1(C)C=CC(S(O)(=O)=O)=CC=1. The catalyst is CO. The product is [Br:1][C:2]1[C:3]([F:11])=[C:4]([CH:8]=[CH:9][CH:10]=1)[C:5]([O:7][CH3:12])=[O:6]. The yield is 0.840.